Dataset: Full USPTO retrosynthesis dataset with 1.9M reactions from patents (1976-2016). Task: Predict the reactants needed to synthesize the given product. (1) Given the product [CH2:2]([N+:9]([O-:10])=[CH:11][C:13]1[CH:21]=[CH:20][CH:19]=[CH:18][C:14]=1[C:15]([OH:17])=[O:16])[C:3]1[CH:8]=[CH:7][CH:6]=[CH:5][CH:4]=1, predict the reactants needed to synthesize it. The reactants are: Cl.[CH2:2]([NH:9][OH:10])[C:3]1[CH:8]=[CH:7][CH:6]=[CH:5][CH:4]=1.[CH:11]([C:13]1[CH:21]=[CH:20][CH:19]=[CH:18][C:14]=1[C:15]([OH:17])=[O:16])=O. (2) Given the product [OH:8][C@@H:6]1[CH2:5][C@@H:4]([CH2:9][CH2:10][C:11]2[CH:16]=[CH:15][CH:14]=[CH:13][CH:12]=2)[O:3][C@:2]([C@@H:17]2[CH2:21][S:20][C:19](=[O:22])[N:18]2[CH2:23][C:24]2[CH:29]=[CH:28][C:27]([O:30][CH3:31])=[CH:26][CH:25]=2)([O:1][CH3:33])[CH2:7]1, predict the reactants needed to synthesize it. The reactants are: [OH:1][C@:2]1([C@@H:17]2[CH2:21][S:20][C:19](=[O:22])[N:18]2[CH2:23][C:24]2[CH:29]=[CH:28][C:27]([O:30][CH3:31])=[CH:26][CH:25]=2)[CH2:7][C@H:6]([OH:8])[CH2:5][C@@H:4]([CH2:9][CH2:10][C:11]2[CH:16]=[CH:15][CH:14]=[CH:13][CH:12]=2)[O:3]1.O[C@:33]1([C@@H]2CSC(=O)N2CC2C=CC(OC)=CC=2)C[C@@H](O)C[C@@H](CCCC=C)O1. (3) Given the product [S:1]([CH2:11][CH2:12][O:13][C:14](=[O:17])[CH:15]=[CH2:16])([C:4]1[CH:5]=[CH:6][C:7]([CH3:8])=[CH:9][CH:10]=1)(=[O:3])=[O:2].[OH:18][CH2:19][CH2:20][CH2:21][O:22][C:23](=[O:26])[CH:24]=[CH2:25].[CH3:27][O:28][C:29](=[O:33])[C:30]([CH3:32])=[CH2:31], predict the reactants needed to synthesize it. The reactants are: [S:1]([CH2:11][CH2:12][O:13][C:14](=[O:17])[CH:15]=[CH2:16])([C:4]1[CH:10]=[CH:9][C:7]([CH3:8])=[CH:6][CH:5]=1)(=[O:3])=[O:2].[OH:18][CH2:19][CH2:20][CH2:21][O:22][C:23](=[O:26])[CH:24]=[CH2:25].[CH3:27][O:28][C:29](=[O:33])[C:30]([CH3:32])=[CH2:31].CC(N=NC(C#N)(C)C)(C#N)C. (4) Given the product [CH3:17][C:18]1[CH:23]=[CH:22][CH:21]=[C:20]2[C:19]=1[N:25]=[C:8]([C:10]1[CH:15]=[CH:14][CH:13]=[CH:12][CH:11]=1)[C:7]([C:1]1[CH:6]=[CH:5][CH:4]=[CH:3][CH:2]=1)=[N:24]2, predict the reactants needed to synthesize it. The reactants are: [C:1]1([C:7](=O)[C:8]([C:10]2[CH:15]=[CH:14][CH:13]=[CH:12][CH:11]=2)=O)[CH:6]=[CH:5][CH:4]=[CH:3][CH:2]=1.[CH3:17][C:18]1[CH:23]=[CH:22][CH:21]=[C:20]([NH2:24])[C:19]=1[NH2:25].II. (5) Given the product [Br:34][CH2:2][C:3]1([NH:6][C:7](=[O:13])[O:8][C:9]([CH3:12])([CH3:11])[CH3:10])[CH2:5][CH2:4]1, predict the reactants needed to synthesize it. The reactants are: O[CH2:2][C:3]1([NH:6][C:7](=[O:13])[O:8][C:9]([CH3:12])([CH3:11])[CH3:10])[CH2:5][CH2:4]1.C1(P(C2C=CC=CC=2)C2C=CC=CC=2)C=CC=CC=1.C(Br)(Br)(Br)[Br:34]. (6) Given the product [C:1]12([CH2:11][O:12][C:17]3[C:16]([Cl:15])=[CH:23][C:20]([C:21]#[N:22])=[C:19]([F:24])[CH:18]=3)[CH2:8][CH:7]3[CH2:6][CH:5]([CH2:4][CH:3]([CH2:9]3)[CH2:2]1)[CH2:10]2, predict the reactants needed to synthesize it. The reactants are: [C:1]12([CH2:11][OH:12])[CH2:10][CH:5]3[CH2:6][CH:7]([CH2:9][CH:3]([CH2:4]3)[CH2:2]1)[CH2:8]2.[H-].[Na+].[Cl:15][C:16]1[C:17](F)=[CH:18][C:19]([F:24])=[C:20]([CH:23]=1)[C:21]#[N:22].